This data is from NCI-60 drug combinations with 297,098 pairs across 59 cell lines. The task is: Regression. Given two drug SMILES strings and cell line genomic features, predict the synergy score measuring deviation from expected non-interaction effect. (1) Drug 1: CC1C(C(CC(O1)OC2CC(CC3=C2C(=C4C(=C3O)C(=O)C5=CC=CC=C5C4=O)O)(C(=O)C)O)N)O. Drug 2: CC1C(C(CC(O1)OC2CC(CC3=C2C(=C4C(=C3O)C(=O)C5=C(C4=O)C(=CC=C5)OC)O)(C(=O)CO)O)N)O.Cl. Cell line: SNB-19. Synergy scores: CSS=65.9, Synergy_ZIP=1.57, Synergy_Bliss=0.187, Synergy_Loewe=4.82, Synergy_HSA=6.34. (2) Drug 2: CN(CC1=CN=C2C(=N1)C(=NC(=N2)N)N)C3=CC=C(C=C3)C(=O)NC(CCC(=O)O)C(=O)O. Synergy scores: CSS=42.0, Synergy_ZIP=0.999, Synergy_Bliss=-0.199, Synergy_Loewe=-3.08, Synergy_HSA=-0.578. Drug 1: CCCS(=O)(=O)NC1=C(C(=C(C=C1)F)C(=O)C2=CNC3=C2C=C(C=N3)C4=CC=C(C=C4)Cl)F. Cell line: MALME-3M. (3) Drug 1: CC1=C(C=C(C=C1)NC2=NC=CC(=N2)N(C)C3=CC4=NN(C(=C4C=C3)C)C)S(=O)(=O)N.Cl. Drug 2: CNC(=O)C1=NC=CC(=C1)OC2=CC=C(C=C2)NC(=O)NC3=CC(=C(C=C3)Cl)C(F)(F)F. Cell line: SNB-75. Synergy scores: CSS=-0.615, Synergy_ZIP=-3.75, Synergy_Bliss=-0.343, Synergy_Loewe=-1.95, Synergy_HSA=-1.88. (4) Drug 1: CN1C2=C(C=C(C=C2)N(CCCl)CCCl)N=C1CCCC(=O)O.Cl. Drug 2: C(CCl)NC(=O)N(CCCl)N=O. Cell line: KM12. Synergy scores: CSS=4.72, Synergy_ZIP=-0.976, Synergy_Bliss=4.08, Synergy_Loewe=-7.55, Synergy_HSA=-0.819. (5) Synergy scores: CSS=48.9, Synergy_ZIP=-6.43, Synergy_Bliss=-10.7, Synergy_Loewe=-11.9, Synergy_HSA=-7.98. Drug 2: C1CN1P(=S)(N2CC2)N3CC3. Drug 1: C1CCN(CC1)CCOC2=CC=C(C=C2)C(=O)C3=C(SC4=C3C=CC(=C4)O)C5=CC=C(C=C5)O. Cell line: HCC-2998.